From a dataset of Forward reaction prediction with 1.9M reactions from USPTO patents (1976-2016). Predict the product of the given reaction. (1) Given the reactants [F:1][C:2]1[C:3]([C:9]2[N:13]([CH3:14])[C:12]([C:15]([F:18])([F:17])[F:16])=[N:11][CH:10]=2)=[N:4][C:5]([NH2:8])=[N:6][CH:7]=1.[Cl:19][C:20]1[C:21]([C:27]([N:29]2[CH2:34][CH2:33][CH2:32][CH2:31][CH2:30]2)=[O:28])=[N:22][CH:23]=[C:24](Cl)[CH:25]=1.C(=O)([O-])[O-].[Cs+].[Cs+].CC1(C)C2C(=C(P(C3C=CC=CC=3)C3C=CC=CC=3)C=CC=2)OC2C(P(C3C=CC=CC=3)C3C=CC=CC=3)=CC=CC1=2, predict the reaction product. The product is: [ClH:19].[Cl:19][C:20]1[CH:25]=[C:24]([NH:8][C:5]2[N:4]=[C:3]([C:9]3[N:13]([CH3:14])[C:12]([C:15]([F:18])([F:16])[F:17])=[N:11][CH:10]=3)[C:2]([F:1])=[CH:7][N:6]=2)[CH:23]=[N:22][C:21]=1[C:27]([N:29]1[CH2:34][CH2:33][CH2:32][CH2:31][CH2:30]1)=[O:28]. (2) Given the reactants [Br:1][C:2]1[CH:7]=[C:6]([CH3:8])[N:5]=[C:4]([O:9][Si](C(C)(C)C)(C)C)[CH:3]=1.CC([O-])=O.[K+], predict the reaction product. The product is: [Br:1][C:2]1[CH:7]=[C:6]([CH3:8])[N:5]=[C:4]([OH:9])[CH:3]=1. (3) The product is: [CH2:26]([N:3]([CH2:1][CH3:2])[C:4](=[O:25])[C:5]1[CH:6]=[CH:7][C:8]([C:11]([C:18]2[CH:19]=[CH:20][C:21]([Cl:24])=[CH:22][CH:23]=2)=[C:12]2[CH2:17][CH2:16][N:15]([CH2:28][C:29]3[CH:34]=[CH:33][CH:32]=[CH:31][CH:30]=3)[CH2:14][CH2:13]2)=[CH:9][CH:10]=1)[CH3:27]. Given the reactants [CH2:1]([N:3]([CH2:26][CH3:27])[C:4](=[O:25])[C:5]1[CH:10]=[CH:9][C:8]([C:11]([C:18]2[CH:23]=[CH:22][C:21]([Cl:24])=[CH:20][CH:19]=2)=[C:12]2[CH2:17][CH2:16][NH:15][CH2:14][CH2:13]2)=[CH:7][CH:6]=1)[CH3:2].[CH2:28](Br)[C:29]1[CH:34]=[CH:33][CH:32]=[CH:31][CH:30]=1, predict the reaction product. (4) Given the reactants Br[C:2]1[C:7]([F:8])=[CH:6][CH:5]=[CH:4][N:3]=1.[Li]CCCC.[C:14]([O:18][C:19]([N:21]1[CH2:26][CH2:25][C:24](=[O:27])[CH2:23][CH2:22]1)=[O:20])([CH3:17])([CH3:16])[CH3:15], predict the reaction product. The product is: [C:14]([O:18][C:19]([N:21]1[CH2:26][CH2:25][C:24]([OH:27])([C:2]2[C:7]([F:8])=[CH:6][CH:5]=[CH:4][N:3]=2)[CH2:23][CH2:22]1)=[O:20])([CH3:17])([CH3:15])[CH3:16]. (5) Given the reactants [H-].[H-].[H-].[H-].[Li+].[Al+3].C([O:9][C:10](=O)[C:11]([O:23][C:24]1[CH:46]=[CH:45][C:27]2[C:28]3[N:32]([CH2:33][CH2:34][O:35][C:26]=2[CH:25]=1)[CH:31]=[C:30]([C:36]1[N:37]([CH:42]([CH3:44])[CH3:43])[N:38]=[C:39]([CH3:41])[N:40]=1)[N:29]=3)([C:17]1[CH:22]=[CH:21][CH:20]=[CH:19][CH:18]=1)[C:12](OCC)=[O:13])C.CCOC(C)=O.[C@H](O)(C([O-])=O)[C@@H](O)C([O-])=O.[Na+].[K+], predict the reaction product. The product is: [CH:42]([N:37]1[C:36]([C:30]2[N:29]=[C:28]3[N:32]([CH2:33][CH2:34][O:35][C:26]4[CH:25]=[C:24]([O:23][C:11]([C:17]5[CH:18]=[CH:19][CH:20]=[CH:21][CH:22]=5)([CH2:12][OH:13])[CH2:10][OH:9])[CH:46]=[CH:45][C:27]=43)[CH:31]=2)=[N:40][C:39]([CH3:41])=[N:38]1)([CH3:44])[CH3:43]. (6) Given the reactants CC1(C)OO1.[Si]([O:13][C@@H:14]1[C:18](=[CH2:19])[O:17][C@@H:16]([N:20]2[C:24]3[N:25]=[CH:26][N:27]=[C:28]([NH:29]C(=O)C(C)(C)C)[C:23]=3[CH:22]=[CH:21]2)[C@H:15]1[F:36])(C(C)(C)C)(C)C.Cl[Sn](Cl)(Cl)Cl.[Si]([N:46]=[N+:47]=[N-:48])(C)(C)C.CCCC[N+](CCCC)(CCCC)CCCC.[F-].C1C[O:70]CC1, predict the reaction product. The product is: [N:46]([C@:18]1([CH2:19][OH:70])[O:17][C@@H:16]([N:20]2[C:24]3[N:25]=[CH:26][N:27]=[C:28]([NH2:29])[C:23]=3[CH:22]=[CH:21]2)[C@@H:15]([F:36])[C@@H:14]1[OH:13])=[N+:47]=[N-:48]. (7) The product is: [N+:13]([C:16]1[CH:17]=[C:18]([CH:19]2[C:5]3[NH:6][C:7]4[C:12]([C:4]=3[CH2:3][CH2:2][O:1]2)=[CH:11][CH:10]=[CH:9][CH:8]=4)[CH:21]=[CH:22][CH:23]=1)([O-:15])=[O:14]. Given the reactants [OH:1][CH2:2][CH2:3][C:4]1[C:12]2[C:7](=[CH:8][CH:9]=[CH:10][CH:11]=2)[NH:6][CH:5]=1.[N+:13]([C:16]1[CH:17]=[C:18]([CH:21]=[CH:22][CH:23]=1)[CH:19]=O)([O-:15])=[O:14].[Bi](Cl)(Cl)Cl, predict the reaction product. (8) Given the reactants [F:1][C:2]1[CH:7]=[C:6](I)[CH:5]=[CH:4][C:3]=1[N:9]1[CH2:13][CH2:12][C@H:11]([NH:14][S:15]([C:18]2[CH:27]=[CH:26][C:25]3[C:20](=[CH:21][CH:22]=[C:23]([Cl:28])[CH:24]=3)[CH:19]=2)(=[O:17])=[O:16])[C:10]1=[O:29].[NH2:30][C:31]([C:33]1[CH:34]=[C:35](B(O)O)[CH:36]=[CH:37][CH:38]=1)=[O:32].C(=O)([O-])[O-].[Na+].[Na+], predict the reaction product. The product is: [Cl:28][C:23]1[CH:24]=[C:25]2[C:20](=[CH:21][CH:22]=1)[CH:19]=[C:18]([S:15]([NH:14][C@H:11]1[CH2:12][CH2:13][N:9]([C:3]3[CH:4]=[CH:5][C:6]([C:37]4[CH:36]=[CH:35][CH:34]=[C:33]([C:31]([NH2:30])=[O:32])[CH:38]=4)=[CH:7][C:2]=3[F:1])[C:10]1=[O:29])(=[O:17])=[O:16])[CH:27]=[CH:26]2.